This data is from Reaction yield outcomes from USPTO patents with 853,638 reactions. The task is: Predict the reaction yield, written as a fraction of the theoretical maximum amount of product (1.0 means a 100% yield; for example, 0.34 means a 34% yield). (1) The reactants are [CH3:1][N:2]([C:10]([C:12]1[CH:17]=[CH:16][C:15]([NH:18][CH:19]([C:24]2[CH:28]=[C:27]([C:29]3[CH:34]=[CH:33][CH:32]=[CH:31][CH:30]=3)[O:26][C:25]=2[CH3:35])[CH2:20][CH:21]([CH3:23])[CH3:22])=[CH:14][CH:13]=1)=[O:11])[CH2:3][CH2:4][C:5]([O:7]CC)=[O:6].O1CCCC1.[OH-].[Li+]. The catalyst is C(O)C. The product is [CH3:1][N:2]([C:10]([C:12]1[CH:13]=[CH:14][C:15]([NH:18][CH:19]([C:24]2[CH:28]=[C:27]([C:29]3[CH:30]=[CH:31][CH:32]=[CH:33][CH:34]=3)[O:26][C:25]=2[CH3:35])[CH2:20][CH:21]([CH3:23])[CH3:22])=[CH:16][CH:17]=1)=[O:11])[CH2:3][CH2:4][C:5]([OH:7])=[O:6]. The yield is 0.830. (2) The reactants are [Cl:1][C:2]1[C:7]([CH:8]=[O:9])=[CH:6][N:5]=[C:4]2[N:10]([CH2:13][O:14][CH2:15][CH2:16][Si:17]([CH3:20])([CH3:19])[CH3:18])[CH:11]=[CH:12][C:3]=12.[CH2:21]([Mg]Br)[CH3:22].O1CCCC1.[Cl-].[NH4+]. The yield is 0.620. The catalyst is O1CCCC1. The product is [Cl:1][C:2]1[C:7]([CH:8]([OH:9])[CH2:21][CH3:22])=[CH:6][N:5]=[C:4]2[N:10]([CH2:13][O:14][CH2:15][CH2:16][Si:17]([CH3:20])([CH3:19])[CH3:18])[CH:11]=[CH:12][C:3]=12.